This data is from Forward reaction prediction with 1.9M reactions from USPTO patents (1976-2016). The task is: Predict the product of the given reaction. (1) The product is: [O:7]=[C:8]1[N:13]([CH2:14][C:15]2[CH:16]=[C:1]([CH:21]=[CH:22][CH:23]=2)[C:2]([Cl:4])=[O:3])[N:12]=[C:11]([C:24]2[O:28][N:27]=[C:26]([C:29]3[CH:34]=[CH:33][C:32]([C:35]([CH3:41])([CH3:40])[C:36]([F:39])([F:38])[F:37])=[CH:31][CH:30]=3)[N:25]=2)[CH:10]=[CH:9]1. Given the reactants [C:1](Cl)(=O)[C:2]([Cl:4])=[O:3].[O:7]=[C:8]1[N:13]([CH2:14][C:15]2[CH:16]=C([CH:21]=[CH:22][CH:23]=2)C(O)=O)[N:12]=[C:11]([C:24]2[O:28][N:27]=[C:26]([C:29]3[CH:34]=[CH:33][C:32]([C:35]([CH3:41])([CH3:40])[C:36]([F:39])([F:38])[F:37])=[CH:31][CH:30]=3)[N:25]=2)[CH:10]=[CH:9]1, predict the reaction product. (2) Given the reactants [CH3:1][N:2]([C:6]1[CH:11]=[CH:10][CH:9]=[CH:8][CH:7]=1)[C:3](Cl)=[O:4].[NH2:12][CH2:13][CH2:14][O:15][CH2:16][CH2:17][N:18]1[C:26]2[C:25]([CH3:27])=[C:24]([CH3:28])[N:23]=[C:22]([NH2:29])[C:21]=2[N:20]=[C:19]1[CH3:30], predict the reaction product. The product is: [NH2:29][C:22]1[C:21]2[N:20]=[C:19]([CH3:30])[N:18]([CH2:17][CH2:16][O:15][CH2:14][CH2:13][NH:12][C:3](=[O:4])[N:2]([CH3:1])[C:6]3[CH:11]=[CH:10][CH:9]=[CH:8][CH:7]=3)[C:26]=2[C:25]([CH3:27])=[C:24]([CH3:28])[N:23]=1. (3) Given the reactants [CH3:1][C:2]1[C:6]2[C:7](=[O:20])[N:8]([CH2:12][CH2:13][N:14]3[CH2:19][CH2:18][O:17][CH2:16][CH2:15]3)[CH2:9][CH2:10][CH2:11][C:5]=2[NH:4][C:3]=1[CH:21]=O.[F:23][C:24]1[CH:25]=[C:26]2[C:30](=[CH:31][C:32]=1[NH:33][C:34](=[O:38])[CH2:35][O:36][CH3:37])[NH:29][C:28](=[O:39])[CH2:27]2, predict the reaction product. The product is: [F:23][C:24]1[CH:25]=[C:26]2[C:30](=[CH:31][C:32]=1[NH:33][C:34](=[O:38])[CH2:35][O:36][CH3:37])[NH:29][C:28](=[O:39])/[C:27]/2=[CH:21]\[C:3]1[NH:4][C:5]2[CH2:11][CH2:10][CH2:9][N:8]([CH2:12][CH2:13][N:14]3[CH2:19][CH2:18][O:17][CH2:16][CH2:15]3)[C:7](=[O:20])[C:6]=2[C:2]=1[CH3:1]. (4) Given the reactants Br[CH:2](Br)[C:3]1[CH:11]=[CH:10][C:6]([C:7]([OH:9])=[O:8])=[CH:5][C:4]=1[F:12].Cl.[OH2:15], predict the reaction product. The product is: [F:12][C:4]1[CH:5]=[C:6]([CH:10]=[CH:11][C:3]=1[CH:2]=[O:15])[C:7]([OH:9])=[O:8].